Predict the product of the given reaction. From a dataset of Forward reaction prediction with 1.9M reactions from USPTO patents (1976-2016). (1) Given the reactants [CH2:1]([O:8][NH:9][CH:10]1[CH2:15][NH:14][C@H:13]([C:16]#[N:17])[CH2:12][CH2:11]1)[C:2]1[CH:7]=[CH:6][CH:5]=[CH:4][CH:3]=1.[C:18]([OH:23])(=[O:22])[C:19]([OH:21])=[O:20], predict the reaction product. The product is: [C:18]([OH:23])(=[O:22])[C:19]([OH:21])=[O:20].[CH2:1]([O:8][NH:9][CH:10]1[CH2:15][NH:14][C@H:13]([C:16]#[N:17])[CH2:12][CH2:11]1)[C:2]1[CH:7]=[CH:6][CH:5]=[CH:4][CH:3]=1. (2) Given the reactants [CH3:1][C:2]1[CH:10]=[CH:9][C:8]2[CH2:7][CH2:6][CH2:5][C:4]=2[C:3]=1[OH:11].C1N2CN3CN(C2)CN1C3.[C:22](=O)(O)[O-:23].[Na+], predict the reaction product. The product is: [OH:11][C:3]1[C:4]2[CH2:5][CH2:6][CH2:7][C:8]=2[C:9]([CH:22]=[O:23])=[CH:10][C:2]=1[CH3:1]. (3) Given the reactants [C:1]([O:5][C:6]([N:8]([CH3:22])[CH2:9][CH2:10][C@H:11]1[CH2:16][CH2:15][C@H:14]([CH2:17][O:18]C(=O)C)[CH2:13][CH2:12]1)=[O:7])([CH3:4])([CH3:3])[CH3:2].C(=O)([O-])[O-].[K+].[K+], predict the reaction product. The product is: [C:1]([O:5][C:6](=[O:7])[N:8]([CH2:9][CH2:10][C@H:11]1[CH2:12][CH2:13][C@H:14]([CH2:17][OH:18])[CH2:15][CH2:16]1)[CH3:22])([CH3:2])([CH3:4])[CH3:3]. (4) Given the reactants [Cl:1][C:2]1[CH:3]=[C:4]([CH2:11][CH2:12][NH:13][C:14](=[O:17])[CH2:15][CH3:16])[CH:5]=[C:6]([CH2:9][OH:10])[C:7]=1[Cl:8].C(=O)(O)[O-].[Na+], predict the reaction product. The product is: [Cl:1][C:2]1[CH:3]=[C:4]([CH2:11][CH2:12][NH:13][C:14](=[O:17])[CH2:15][CH3:16])[CH:5]=[C:6]([CH:9]=[O:10])[C:7]=1[Cl:8]. (5) Given the reactants [C:9](O[C:9]([O:11][C:12]([CH3:15])([CH3:14])[CH3:13])=[O:10])([O:11][C:12]([CH3:15])([CH3:14])[CH3:13])=[O:10].[OH:16][CH:17]1[CH2:22][CH2:21][NH:20][CH2:19][CH2:18]1.C(N(CC)CC)C, predict the reaction product. The product is: [OH:16][CH:17]1[CH2:22][CH2:21][N:20]([C:9]([O:11][C:12]([CH3:13])([CH3:14])[CH3:15])=[O:10])[CH2:19][CH2:18]1. (6) Given the reactants [Cl:1][C:2]1[CH:7]=[CH:6][CH:5]=[CH:4][C:3]=1[C:8](=O)[C:9]([C:14]1[CH:19]=[CH:18][C:17]([Cl:20])=[CH:16][CH:15]=1)=[CH:10]N(C)C.[C:22]([CH2:24][C:25]([NH2:27])=[O:26])#[N:23].[H-].[Na+], predict the reaction product. The product is: [Cl:1][C:2]1[CH:7]=[CH:6][CH:5]=[CH:4][C:3]=1[C:8]1[NH:27][C:25](=[O:26])[C:24]([C:22]#[N:23])=[CH:10][C:9]=1[C:14]1[CH:15]=[CH:16][C:17]([Cl:20])=[CH:18][CH:19]=1. (7) Given the reactants Br[C:2]1[CH:3]=[C:4]([C:24]#[N:25])[C:5]2[CH:6]=[CH:7][N:8]([C:11]3[C:20]4[C:15](=[CH:16][CH:17]=[C:18]([Cl:21])[CH:19]=4)[N:14]=[C:13]([CH3:22])[C:12]=3[CH3:23])[C:9]=2[CH:10]=1.CC1(C)C(C)(C)OB([C:34]2[CH:39]=[CH:38][N:37]=[CH:36][CH:35]=2)O1, predict the reaction product. The product is: [Cl:21][C:18]1[CH:19]=[C:20]2[C:15](=[CH:16][CH:17]=1)[N:14]=[C:13]([CH3:22])[C:12]([CH3:23])=[C:11]2[N:8]1[C:9]2[CH:10]=[C:2]([C:34]3[CH:39]=[CH:38][N:37]=[CH:36][CH:35]=3)[CH:3]=[C:4]([C:24]#[N:25])[C:5]=2[CH:6]=[CH:7]1. (8) Given the reactants [F:1][C:2]([F:27])([F:26])[O:3][C:4]1[CH:9]=[CH:8][C:7]([NH:10][C:11]2[N:16]=[CH:15][N:14]=[C:13]([C:17]3[CH:25]=[CH:24][C:20]([C:21]([OH:23])=O)=[CH:19][CH:18]=3)[CH:12]=2)=[CH:6][CH:5]=1.[NH2:28][CH2:29][CH2:30][N:31]1[CH2:36][CH2:35][O:34][CH2:33][CH2:32]1.CN(C(ON1N=NC2C=CC=NC1=2)=[N+](C)C)C.F[P-](F)(F)(F)(F)F.CCN(C(C)C)C(C)C, predict the reaction product. The product is: [N:31]1([CH2:30][CH2:29][NH:28][C:21](=[O:23])[C:20]2[CH:19]=[CH:18][C:17]([C:13]3[CH:12]=[C:11]([NH:10][C:7]4[CH:8]=[CH:9][C:4]([O:3][C:2]([F:1])([F:26])[F:27])=[CH:5][CH:6]=4)[N:16]=[CH:15][N:14]=3)=[CH:25][CH:24]=2)[CH2:36][CH2:35][O:34][CH2:33][CH2:32]1.